Dataset: Catalyst prediction with 721,799 reactions and 888 catalyst types from USPTO. Task: Predict which catalyst facilitates the given reaction. (1) Reactant: C([O:3][C:4]([C:6]1[CH:7]=[C:8]2[C:13](=[CH:14][CH:15]=1)[NH:12][CH:11]([C:16]1[CH:21]=[C:20]([N:22]3[CH2:27][CH2:26][O:25][CH2:24][CH2:23]3)[C:19]([F:28])=[CH:18][CH:17]=1)[C:10]([CH3:30])([CH3:29])[CH2:9]2)=[O:5])C.O.[OH-].[Li+].O.Cl. Product: [F:28][C:19]1[CH:18]=[CH:17][C:16]([CH:11]2[C:10]([CH3:29])([CH3:30])[CH2:9][C:8]3[C:13](=[CH:14][CH:15]=[C:6]([C:4]([OH:5])=[O:3])[CH:7]=3)[NH:12]2)=[CH:21][C:20]=1[N:22]1[CH2:27][CH2:26][O:25][CH2:24][CH2:23]1. The catalyst class is: 7. (2) Reactant: [CH2:1]([OH:4])[CH2:2][OH:3].[CH3:5][CH:6]1[CH2:11][CH2:10][C:9](=O)[CH2:8][CH:7]1[S:13]([C:16]1[CH:21]=[CH:20][CH:19]=[CH:18][CH:17]=1)(=[O:15])=[O:14].C(=O)(O)[O-].[Na+]. Product: [CH2:2]1[CH2:1][O:4][C:9]2([CH2:10][CH2:11][CH:6]([CH3:5])[CH:7]([S:13]([C:16]3[CH:21]=[CH:20][CH:19]=[CH:18][CH:17]=3)(=[O:14])=[O:15])[CH2:8]2)[O:3]1. The catalyst class is: 48. (3) Reactant: C([O:3][C:4](=[O:40])[C:5]1[CH:10]=[CH:9][CH:8]=[C:7]([O:11][CH2:12][CH2:13][CH2:14][N:15]2[C:19]3[CH:20]=[CH:21][CH:22]=[CH:23][C:18]=3[N:17]([CH2:24][C:25]3[CH:30]=[CH:29][CH:28]=[C:27]([Br:31])[CH:26]=3)[C:16]2=[N:32][C:33]([O:35][C:36]([CH3:39])([CH3:38])[CH3:37])=[O:34])[CH:6]=1)C.O[Li].O. Product: [Br:31][C:27]1[CH:26]=[C:25]([CH:30]=[CH:29][CH:28]=1)[CH2:24][N:17]1[C:18]2[CH:23]=[CH:22][CH:21]=[CH:20][C:19]=2[N:15]([CH2:14][CH2:13][CH2:12][O:11][C:7]2[CH:6]=[C:5]([CH:10]=[CH:9][CH:8]=2)[C:4]([OH:40])=[O:3])[C:16]1=[N:32][C:33]([O:35][C:36]([CH3:38])([CH3:39])[CH3:37])=[O:34]. The catalyst class is: 87. (4) Reactant: [CH3:1][O:2][C:3](=[O:17])[CH:4]([C:11]1[CH:16]=[CH:15][CH:14]=[CH:13][CH:12]=1)[N:5]1[CH2:10][CH2:9][NH:8][CH2:7][CH2:6]1.Br[C:19]1[CH:32]=[CH:31][C:22]([C:23]([NH:25][CH:26]([CH2:29][CH3:30])[CH2:27][CH3:28])=[O:24])=[CH:21][C:20]=1[F:33].CC(C1C=C(C(C)C)C(C2C=CC=CC=2P(C2CCCCC2)C2CCCCC2)=C(C(C)C)C=1)C.CC([O-])(C)C.[Na+]. Product: [CH3:1][O:2][C:3](=[O:17])[CH:4]([N:5]1[CH2:6][CH2:7][N:8]([C:19]2[CH:32]=[CH:31][C:22]([C:23](=[O:24])[NH:25][CH:26]([CH2:27][CH3:28])[CH2:29][CH3:30])=[CH:21][C:20]=2[F:33])[CH2:9][CH2:10]1)[C:11]1[CH:16]=[CH:15][CH:14]=[CH:13][CH:12]=1. The catalyst class is: 101. (5) Product: [CH2:19]([O:21][C:22]([CH2:23][CH2:24][CH2:25][O:1][C:2]1[CH:11]=[C:10]2[C:5]([CH2:6][CH2:7][CH2:8][C:9]2=[O:12])=[CH:4][CH:3]=1)=[O:27])[CH3:20]. Reactant: [OH:1][C:2]1[CH:11]=[C:10]2[C:5]([CH2:6][CH2:7][CH2:8][C:9]2=[O:12])=[CH:4][CH:3]=1.C([O-])([O-])=O.[K+].[K+].[CH2:19]([O:21][C:22](=[O:27])[CH2:23][CH2:24][CH2:25]Br)[CH3:20]. The catalyst class is: 3. (6) Reactant: [C:1]1([CH2:7][CH2:8][Mg]Br)[CH:6]=[CH:5][CH:4]=[CH:3][CH:2]=1.[CH2:11]=[C:12]1[C:18]2[CH:19]=[CH:20][CH:21]=[CH:22][C:17]=2[CH2:16][CH2:15][CH:14]([NH:23][C:24]([O:26][CH2:27][C:28]2[CH:33]=[CH:32][CH:31]=[CH:30][CH:29]=2)=[O:25])[C:13]1=[O:34].[Cl-].[NH4+]. Product: [C:1]1([CH2:7][CH2:8][CH2:11][CH:12]2[C:18]3[CH:19]=[CH:20][CH:21]=[CH:22][C:17]=3[CH2:16][CH2:15][CH:14]([NH:23][C:24]([O:26][CH2:27][C:28]3[CH:33]=[CH:32][CH:31]=[CH:30][CH:29]=3)=[O:25])[C:13]2=[O:34])[CH:6]=[CH:5][CH:4]=[CH:3][CH:2]=1. The catalyst class is: 7. (7) Reactant: Cl[CH2:2][CH2:3][CH2:4][O:5][C:6]1[CH:11]=[CH:10][C:9]([C:12](=[O:14])[CH3:13])=[CH:8][C:7]=1[O:15][CH3:16].[F:17][C:18]1[CH:32]=[CH:31][C:21]2[C:22]([CH:25]3[CH2:30][CH2:29][NH:28][CH2:27][CH2:26]3)=[N:23][O:24][C:20]=2[CH:19]=1.C(NC(C)C)(C)C. Product: [CH3:13][C:12]([C:9]1[CH:10]=[CH:11][C:6]([O:5][CH2:4][CH2:3][CH2:2][N:28]2[CH2:27][CH2:26][CH:25]([C:22]3[C:21]4[CH:31]=[CH:32][C:18]([F:17])=[CH:19][C:20]=4[O:24][N:23]=3)[CH2:30][CH2:29]2)=[C:7]([O:15][CH3:16])[CH:8]=1)=[O:14]. The catalyst class is: 5. (8) Reactant: [NH2:1][C:2]1[C:3]([NH:8][C:9]2[CH:16]=[CH:15][C:12]([C:13]#[N:14])=[C:11]([F:17])[CH:10]=2)=[N:4][CH:5]=[CH:6][CH:7]=1.C(N(CC)CC)C.Cl[C:26](=O)[C:27]([O:29][CH2:30][CH3:31])=[O:28].O. Product: [C:13]([C:12]1[CH:15]=[CH:16][C:9]([N:8]2[C:3]3=[N:4][CH:5]=[CH:6][CH:7]=[C:2]3[N:1]=[C:26]2[C:27]([O:29][CH2:30][CH3:31])=[O:28])=[CH:10][C:11]=1[F:17])#[N:14]. The catalyst class is: 4.